Dataset: Forward reaction prediction with 1.9M reactions from USPTO patents (1976-2016). Task: Predict the product of the given reaction. (1) Given the reactants [CH3:1][C:2]1[N:7]([C:8]2[CH:13]=[CH:12][CH:11]=[C:10]([C:14]([F:17])([F:16])[F:15])[CH:9]=2)[C:6](=[O:18])[C:5]([C:19]([OH:21])=O)=[CH:4][C:3]=1[C:22]1[N:26]([CH3:27])[N:25]=[CH:24][CH:23]=1.C(N1C=CN=C1)(N1C=CN=C1)=O.Cl.[CH3:41][S:42]([C:45]1[CH:46]=[CH:47][C:48]([CH2:51][NH2:52])=[N:49][CH:50]=1)(=[O:44])=[O:43].O, predict the reaction product. The product is: [CH3:1][C:2]1[N:7]([C:8]2[CH:13]=[CH:12][CH:11]=[C:10]([C:14]([F:16])([F:15])[F:17])[CH:9]=2)[C:6](=[O:18])[C:5]([C:19]([NH:52][CH2:51][C:48]2[CH:47]=[CH:46][C:45]([S:42]([CH3:41])(=[O:44])=[O:43])=[CH:50][N:49]=2)=[O:21])=[CH:4][C:3]=1[C:22]1[N:26]([CH3:27])[N:25]=[CH:24][CH:23]=1. (2) Given the reactants [CH3:1][O:2][C:3]1[N:8]=[C:7]2[C:9]([C:13]3[N:23]([S:24]([C:27]4[CH:32]=[CH:31][C:30]([CH3:33])=[CH:29][CH:28]=4)(=[O:26])=[O:25])[C:16]4[N:17]=[CH:18][CH:19]=[C:20]([CH:21]=O)[C:15]=4[CH:14]=3)=[CH:10][N:11]([CH3:12])[C:6]2=[CH:5][C:4]=1[O:34][CH3:35].Cl.[NH2:37][OH:38], predict the reaction product. The product is: [CH3:1][O:2][C:3]1[N:8]=[C:7]2[C:9]([C:13]3[N:23]([S:24]([C:27]4[CH:32]=[CH:31][C:30]([CH3:33])=[CH:29][CH:28]=4)(=[O:26])=[O:25])[C:16]4[N:17]=[CH:18][CH:19]=[C:20]([CH:21]=[N:37][OH:38])[C:15]=4[CH:14]=3)=[CH:10][N:11]([CH3:12])[C:6]2=[CH:5][C:4]=1[O:34][CH3:35]. (3) Given the reactants [H-].[Na+].[O:3]1[C:11]2[CH:10]=[CH:9][NH:8][C:7](=[O:12])[C:6]=2[CH:5]=[CH:4]1.C([O:15][CH:16]([O:19]CC)[CH2:17]Br)C.O, predict the reaction product. The product is: [OH:15][CH:16]([OH:19])[CH2:17][N:8]1[CH:9]=[CH:10][C:11]2[O:3][CH:4]=[CH:5][C:6]=2[C:7]1=[O:12]. (4) The product is: [Cl:12][C:13]1[N:17]([CH3:18])[N:16]=[C:15]([C:19]([F:20])([F:22])[F:21])[C:14]=1[CH2:23][S:24]([C:25]1[CH2:29][C:28]([CH3:31])([CH3:30])[O:27][N:26]=1)(=[O:9])=[O:32]. Given the reactants ClC1C=CC=C(C(OO)=[O:9])C=1.[Cl:12][C:13]1[N:17]([CH3:18])[N:16]=[C:15]([C:19]([F:22])([F:21])[F:20])[C:14]=1[CH2:23][S:24][C:25]1[CH2:29][C:28]([CH3:31])([CH3:30])[O:27][N:26]=1.[OH2:32], predict the reaction product. (5) The product is: [Cl:17][C:18]1[CH:19]=[C:20]([CH2:28][O:10][C:5]2[CH:6]=[CH:7][CH:8]=[CH:9][C:4]=2[N+:1]([O-:3])=[O:2])[C:21]2[O:26][CH2:25][O:24][CH2:23][C:22]=2[CH:27]=1. Given the reactants [N+:1]([C:4]1[CH:9]=[CH:8][CH:7]=[CH:6][C:5]=1[OH:10])([O-:3])=[O:2].C(=O)([O-])[O-].[K+].[K+].[Cl:17][C:18]1[CH:19]=[C:20]([CH2:28]Cl)[C:21]2[O:26][CH2:25][O:24][CH2:23][C:22]=2[CH:27]=1, predict the reaction product. (6) Given the reactants C(=O)([O-])[O-].[K+].[K+].[CH3:7][C:8]1([CH3:17])[CH2:13][CH:12]([NH2:14])[CH2:11][C:10]([CH3:16])([CH3:15])[NH:9]1.F[C:19]1[CH:26]=[C:25]([C:27]([F:30])([F:29])[F:28])[CH:24]=[CH:23][C:20]=1[C:21]#[N:22].[CH3:31]I, predict the reaction product. The product is: [CH3:31][N:9]1[C:10]([CH3:16])([CH3:15])[CH2:11][CH:12]([NH:14][C:19]2[CH:26]=[C:25]([C:27]([F:30])([F:29])[F:28])[CH:24]=[CH:23][C:20]=2[C:21]#[N:22])[CH2:13][C:8]1([CH3:17])[CH3:7]. (7) Given the reactants [Al+3].[Cl-].[Cl-].[Cl-].ClCCl.[CH3:8][C:9]1[CH:16]=[CH:15][CH:14]=[CH:13][C:10]=1[CH:11]=[O:12].[Br:17]Br, predict the reaction product. The product is: [Br:17][C:14]1[CH:15]=[CH:16][C:9]([CH3:8])=[C:10]([CH:13]=1)[CH:11]=[O:12]. (8) Given the reactants N1[CH:6]=[CH:5][C:4]([C:7]([C:10]2[CH:15]=[CH:14][N:13]=[CH:12][CH:11]=2)(C)C)=[CH:3][CH:2]=1.Br[CH:17](Br)[CH2:18][CH2:19][CH2:20][CH2:17][CH2:18][CH2:19][CH3:20], predict the reaction product. The product is: [CH2:7]([C:10]1[CH:11]=[CH:12][NH+:13]=[CH:14][CH:15]=1)[CH2:4][CH2:5][CH2:6][CH2:17][CH2:18][CH2:19][CH3:20].[CH3:2][CH2:3][CH3:4].